Dataset: NCI-60 drug combinations with 297,098 pairs across 59 cell lines. Task: Regression. Given two drug SMILES strings and cell line genomic features, predict the synergy score measuring deviation from expected non-interaction effect. (1) Drug 1: C1CN1C2=NC(=NC(=N2)N3CC3)N4CC4. Drug 2: CC1C(C(CC(O1)OC2CC(CC3=C2C(=C4C(=C3O)C(=O)C5=C(C4=O)C(=CC=C5)OC)O)(C(=O)C)O)N)O.Cl. Cell line: MCF7. Synergy scores: CSS=27.1, Synergy_ZIP=-7.13, Synergy_Bliss=-0.457, Synergy_Loewe=-2.87, Synergy_HSA=2.55. (2) Drug 1: C1CCC(CC1)NC(=O)N(CCCl)N=O. Drug 2: CC1=C(N=C(N=C1N)C(CC(=O)N)NCC(C(=O)N)N)C(=O)NC(C(C2=CN=CN2)OC3C(C(C(C(O3)CO)O)O)OC4C(C(C(C(O4)CO)O)OC(=O)N)O)C(=O)NC(C)C(C(C)C(=O)NC(C(C)O)C(=O)NCCC5=NC(=CS5)C6=NC(=CS6)C(=O)NCCC[S+](C)C)O. Cell line: MDA-MB-435. Synergy scores: CSS=12.0, Synergy_ZIP=2.71, Synergy_Bliss=9.80, Synergy_Loewe=4.56, Synergy_HSA=4.39. (3) Drug 1: CCC1=C2CN3C(=CC4=C(C3=O)COC(=O)C4(CC)O)C2=NC5=C1C=C(C=C5)O. Drug 2: B(C(CC(C)C)NC(=O)C(CC1=CC=CC=C1)NC(=O)C2=NC=CN=C2)(O)O. Cell line: HCC-2998. Synergy scores: CSS=47.3, Synergy_ZIP=-1.28, Synergy_Bliss=-4.46, Synergy_Loewe=-7.78, Synergy_HSA=-6.80.